Dataset: Forward reaction prediction with 1.9M reactions from USPTO patents (1976-2016). Task: Predict the product of the given reaction. (1) Given the reactants Br[C:2]1[CH:3]=[C:4]([CH:7]=[C:8](Br)[CH:9]=1)[CH:5]=O.[CH3:11][C:12]1[CH:17]=[C:16]([CH3:18])[CH:15]=[C:14]([CH3:19])[C:13]=1B(O)O.[C:23]([O-:26])([O-])=O.[Na+].[Na+], predict the reaction product. The product is: [CH3:11][C:12]1[CH:17]=[C:16]([CH3:18])[CH:15]=[C:14]([CH3:19])[C:13]=1[C:2]1[CH:9]=[C:8]([CH:7]=[C:4]([C:5]2[C:16]([CH3:15])=[CH:17][C:12]([CH3:11])=[CH:13][C:14]=2[CH3:19])[CH:3]=1)[CH:23]=[O:26]. (2) Given the reactants [NH2:1][C:2]1[C:3]([Cl:12])=[N:4][CH:5]=[C:6]([CH:11]=1)[C:7]([O:9][CH3:10])=[O:8].N1C=CC=C[CH:14]=1.[CH:19]1[CH:24]=[CH:23][CH:22]=[C:21]([S:25](Cl)(=[O:27])=[O:26])[CH:20]=1, predict the reaction product. The product is: [Cl:12][C:3]1[C:2]([NH:1][S:25]([C:21]2[CH:22]=[CH:23][CH:24]=[C:19]([CH3:14])[CH:20]=2)(=[O:27])=[O:26])=[CH:11][C:6]([C:7]([O:9][CH3:10])=[O:8])=[CH:5][N:4]=1. (3) Given the reactants [NH2:1][C:2]1[N:7]=[C:6]([C:8]([F:11])([F:10])[F:9])[C:5]([C:12]2[CH:17]=[C:16]([N:18]3[C@@H:22]4[CH2:23][CH2:24][C@@H:25]([O:26][Si](C(C)(C)C)(C)C)[C@@H:21]4[O:20][C:19]3=[O:34])[N:15]=[C:14]([N:35]3[CH2:40][CH2:39][O:38][CH2:37][CH2:36]3)[N:13]=2)=[CH:4][N:3]=1.CCCC[N+](CCCC)(CCCC)CCCC.[F-], predict the reaction product. The product is: [NH2:1][C:2]1[N:7]=[C:6]([C:8]([F:11])([F:10])[F:9])[C:5]([C:12]2[CH:17]=[C:16]([N:18]3[C@@H:22]4[CH2:23][CH2:24][C@@H:25]([OH:26])[C@@H:21]4[O:20][C:19]3=[O:34])[N:15]=[C:14]([N:35]3[CH2:40][CH2:39][O:38][CH2:37][CH2:36]3)[N:13]=2)=[CH:4][N:3]=1. (4) Given the reactants Br[C:2]1[C:10]2[C:5](=[N:6][CH:7]=[CH:8][CH:9]=2)[NH:4][CH:3]=1.S1(CCCC1)(=O)=O.[NH2:18][C:19]1[CH:24]=[CH:23][CH:22]=[CH:21][CH:20]=1, predict the reaction product. The product is: [C:19]1([NH:18][C:2]2[C:10]3[C:5](=[N:6][CH:7]=[CH:8][CH:9]=3)[NH:4][CH:3]=2)[CH:24]=[CH:23][CH:22]=[CH:21][CH:20]=1.